Dataset: Full USPTO retrosynthesis dataset with 1.9M reactions from patents (1976-2016). Task: Predict the reactants needed to synthesize the given product. (1) The reactants are: [Cl:1][C:2]([Cl:19])([Cl:18])[CH2:3][O:4][C:5]([N:7]1[CH2:15][C:14]2[C:9](=[CH:10][CH:11]=[C:12]([CH2:16]O)[CH:13]=2)[CH2:8]1)=[O:6].C1(P(C2C=CC=CC=2)C2C=CC=CC=2)C=CC=CC=1.C(Br)(Br)(Br)[Br:40]. Given the product [Cl:1][C:2]([Cl:19])([Cl:18])[CH2:3][O:4][C:5]([N:7]1[CH2:15][C:14]2[C:9](=[CH:10][CH:11]=[C:12]([CH2:16][Br:40])[CH:13]=2)[CH2:8]1)=[O:6], predict the reactants needed to synthesize it. (2) The reactants are: [CH2:1]([NH:8][C:9](=[O:45])[CH2:10][CH2:11][C:12]#[C:13][C:14]1[CH:15]=[C:16]([C:22]([C:37]2[CH:42]=[CH:41][C:40]([O:43][CH3:44])=[CH:39][CH:38]=2)([C:29]2[CH:34]=[CH:33][C:32]([O:35][CH3:36])=[CH:31][CH:30]=2)[S:23][CH2:24][CH2:25][C:26]([OH:28])=[O:27])[CH:17]=[CH:18][C:19]=1[O:20][CH3:21])[C:2]1[CH:7]=[CH:6][CH:5]=[CH:4][CH:3]=1.O[N:47]1[C:51](=[O:52])[CH2:50][CH2:49][C:48]1=[O:53].C(N=C=NCCCN(C)C)C. Given the product [CH2:1]([NH:8][C:9](=[O:45])[CH2:10][CH2:11][C:12]#[C:13][C:14]1[CH:15]=[C:16]([C:22]([C:37]2[CH:42]=[CH:41][C:40]([O:43][CH3:44])=[CH:39][CH:38]=2)([C:29]2[CH:34]=[CH:33][C:32]([O:35][CH3:36])=[CH:31][CH:30]=2)[S:23][CH2:24][CH2:25][C:26]([O:28][N:47]2[C:51](=[O:52])[CH2:50][CH2:49][C:48]2=[O:53])=[O:27])[CH:17]=[CH:18][C:19]=1[O:20][CH3:21])[C:2]1[CH:7]=[CH:6][CH:5]=[CH:4][CH:3]=1, predict the reactants needed to synthesize it. (3) Given the product [CH3:26][O:21][C:18]([C:15]1[CH:16]=[CH:17][C:12]([C:9]2[CH:10]=[CH:11][C:6]3[N:7]([C:3]([C:2]([F:1])([F:22])[F:23])=[N:4][N:5]=3)[CH:8]=2)=[CH:13][CH:14]=1)([CH3:20])[CH3:19], predict the reactants needed to synthesize it. The reactants are: [F:1][C:2]([F:23])([F:22])[C:3]1[N:7]2[CH:8]=[C:9]([C:12]3[CH:17]=[CH:16][C:15]([C:18]([OH:21])([CH3:20])[CH3:19])=[CH:14][CH:13]=3)[CH:10]=[CH:11][C:6]2=[N:5][N:4]=1.[H-].[Na+].[CH3:26]I. (4) Given the product [OH:10][CH2:22][C:5]1[N:4]=[CH:3][C:2]([C:7]([NH2:9])=[O:8])=[N:1][CH:6]=1, predict the reactants needed to synthesize it. The reactants are: [N:1]1[CH:6]=[CH:5][N:4]=[CH:3][C:2]=1[C:7]([NH2:9])=[O:8].[OH2:10].S(=O)(=O)(O)O.NOS(O)(=O)=O.[CH3:22]O. (5) Given the product [C:35]([C:29]1[CH:30]=[C:31]([CH:32]([CH3:34])[CH3:33])[C:25]2[O:24][C:23]([C:20]3[CH:19]=[CH:18][C:17]([C:16]([NH:15][CH2:14][C:11]4([CH3:13])[O:10][C:9](=[O:38])[N:8]([C:5]5[N:6]=[CH:7][C:2]([NH:1][C:54]([C:49]6[CH:50]=[CH:51][CH:52]=[CH:53][N:48]=6)=[O:55])=[CH:3][CH:4]=5)[CH2:12]4)=[O:37])=[CH:22][CH:21]=3)=[N:27][C:26]=2[CH:28]=1)#[N:36], predict the reactants needed to synthesize it. The reactants are: [NH2:1][C:2]1[CH:3]=[CH:4][C:5]([N:8]2[CH2:12][C:11]([CH2:14][NH:15][C:16](=[O:37])[C:17]3[CH:22]=[CH:21][C:20]([C:23]4[O:24][C:25]5[C:31]([CH:32]([CH3:34])[CH3:33])=[CH:30][C:29]([C:35]#[N:36])=[CH:28][C:26]=5[N:27]=4)=[CH:19][CH:18]=3)([CH3:13])[O:10][C:9]2=[O:38])=[N:6][CH:7]=1.C(N(C(C)C)CC)(C)C.[N:48]1[CH:53]=[CH:52][CH:51]=[CH:50][C:49]=1[C:54](Cl)=[O:55].